From a dataset of NCI-60 drug combinations with 297,098 pairs across 59 cell lines. Regression. Given two drug SMILES strings and cell line genomic features, predict the synergy score measuring deviation from expected non-interaction effect. (1) Drug 1: C(=O)(N)NO. Drug 2: COC1=C2C(=CC3=C1OC=C3)C=CC(=O)O2. Cell line: M14. Synergy scores: CSS=-2.96, Synergy_ZIP=1.83, Synergy_Bliss=1.55, Synergy_Loewe=-0.361, Synergy_HSA=-1.72. (2) Drug 1: CC(CN1CC(=O)NC(=O)C1)N2CC(=O)NC(=O)C2. Drug 2: C1CC(=O)NC(=O)C1N2C(=O)C3=CC=CC=C3C2=O. Cell line: OVCAR-4. Synergy scores: CSS=16.5, Synergy_ZIP=0.301, Synergy_Bliss=5.25, Synergy_Loewe=4.20, Synergy_HSA=4.12. (3) Cell line: DU-145. Drug 2: CC1C(C(CC(O1)OC2CC(CC3=C2C(=C4C(=C3O)C(=O)C5=C(C4=O)C(=CC=C5)OC)O)(C(=O)CO)O)N)O.Cl. Synergy scores: CSS=31.1, Synergy_ZIP=-6.01, Synergy_Bliss=-3.16, Synergy_Loewe=-7.98, Synergy_HSA=-0.851. Drug 1: C1C(C(OC1N2C=NC3=C(N=C(N=C32)Cl)N)CO)O. (4) Drug 1: COC1=NC(=NC2=C1N=CN2C3C(C(C(O3)CO)O)O)N. Drug 2: C(CCl)NC(=O)N(CCCl)N=O. Cell line: UACC-257. Synergy scores: CSS=3.64, Synergy_ZIP=-0.542, Synergy_Bliss=0.222, Synergy_Loewe=-1.35, Synergy_HSA=-0.273. (5) Drug 1: C1=C(C(=O)NC(=O)N1)N(CCCl)CCCl. Drug 2: CCN(CC)CCCC(C)NC1=C2C=C(C=CC2=NC3=C1C=CC(=C3)Cl)OC. Cell line: U251. Synergy scores: CSS=21.0, Synergy_ZIP=-15.8, Synergy_Bliss=-11.6, Synergy_Loewe=-12.4, Synergy_HSA=-9.24. (6) Drug 1: CNC(=O)C1=CC=CC=C1SC2=CC3=C(C=C2)C(=NN3)C=CC4=CC=CC=N4. Drug 2: CN(C(=O)NC(C=O)C(C(C(CO)O)O)O)N=O. Cell line: UO-31. Synergy scores: CSS=-5.37, Synergy_ZIP=-0.208, Synergy_Bliss=-5.15, Synergy_Loewe=-4.95, Synergy_HSA=-5.20.